This data is from Full USPTO retrosynthesis dataset with 1.9M reactions from patents (1976-2016). The task is: Predict the reactants needed to synthesize the given product. (1) Given the product [Cl:51][CH2:52][CH2:53][C:54]([NH:8][C:9]1[CH:14]=[CH:13][CH:12]=[C:11]([N:15]2[C:20]3[N:21]=[C:22]([NH:25][C:26]4[CH:31]=[CH:30][C:29]([N:32]5[CH2:37][CH2:36][N:35]([CH3:38])[CH2:34][CH2:33]5)=[CH:28][C:27]=4[O:39][CH3:40])[N:23]=[CH:24][C:19]=3[CH:18]=[CH:17][C:16]2=[O:41])[CH:10]=1)=[O:55], predict the reactants needed to synthesize it. The reactants are: FC(F)(F)C(O)=O.[NH2:8][C:9]1[CH:10]=[C:11]([N:15]2[C:20]3[N:21]=[C:22]([NH:25][C:26]4[CH:31]=[CH:30][C:29]([N:32]5[CH2:37][CH2:36][N:35]([CH3:38])[CH2:34][CH2:33]5)=[CH:28][C:27]=4[O:39][CH3:40])[N:23]=[CH:24][C:19]=3[CH:18]=[CH:17][C:16]2=[O:41])[CH:12]=[CH:13][CH:14]=1.CCN(C(C)C)C(C)C.[Cl:51][CH2:52][CH2:53][C:54](Cl)=[O:55]. (2) Given the product [CH3:16][S:17]([O:1][CH:2]([CH2:9][C:10]([O:12][CH2:13][C:14]#[CH:15])=[O:11])[C:3]([O:5][CH2:6][C:7]#[CH:8])=[O:4])(=[O:19])=[O:18], predict the reactants needed to synthesize it. The reactants are: [OH:1][CH:2]([CH2:9][C:10]([O:12][CH2:13][C:14]#[CH:15])=[O:11])[C:3]([O:5][CH2:6][C:7]#[CH:8])=[O:4].[CH3:16][S:17](Cl)(=[O:19])=[O:18].C(OCC)(=O)C.C(N(CC)CC)C.